From a dataset of Reaction yield outcomes from USPTO patents with 853,638 reactions. Predict the reaction yield, written as a fraction of the theoretical maximum amount of product (1.0 means a 100% yield; for example, 0.34 means a 34% yield). The reactants are [C:1]1([C@H:7]([CH3:11])[C:8](Cl)=[O:9])[CH:6]=[CH:5][CH:4]=[CH:3][CH:2]=1.[ClH:12]. The catalyst is C/C(/O)=C/C(C)=O.C/C(/O)=C/C(C)=O.C/C(/O)=C/C(C)=O.[Fe].C1(C)C=CC=CC=1. The product is [Cl:12][C:1]1[CH:6]=[CH:5][C:4]([C:8](=[O:9])[C@H:7]([C:1]2[CH:6]=[CH:5][CH:4]=[CH:3][CH:2]=2)[CH3:11])=[CH:3][CH:2]=1. The yield is 0.340.